This data is from NCI-60 drug combinations with 297,098 pairs across 59 cell lines. The task is: Regression. Given two drug SMILES strings and cell line genomic features, predict the synergy score measuring deviation from expected non-interaction effect. (1) Drug 1: CC1=C2C(C(=O)C3(C(CC4C(C3C(C(C2(C)C)(CC1OC(=O)C(C(C5=CC=CC=C5)NC(=O)OC(C)(C)C)O)O)OC(=O)C6=CC=CC=C6)(CO4)OC(=O)C)OC)C)OC. Drug 2: C1C(C(OC1N2C=NC3=C(N=C(N=C32)Cl)N)CO)O. Cell line: MDA-MB-435. Synergy scores: CSS=37.8, Synergy_ZIP=0.446, Synergy_Bliss=-4.39, Synergy_Loewe=-30.1, Synergy_HSA=-4.99. (2) Drug 1: COC1=CC(=CC(=C1O)OC)C2C3C(COC3=O)C(C4=CC5=C(C=C24)OCO5)OC6C(C(C7C(O6)COC(O7)C8=CC=CS8)O)O. Drug 2: CC1=CC=C(C=C1)C2=CC(=NN2C3=CC=C(C=C3)S(=O)(=O)N)C(F)(F)F. Cell line: HS 578T. Synergy scores: CSS=31.8, Synergy_ZIP=2.63, Synergy_Bliss=3.64, Synergy_Loewe=-12.6, Synergy_HSA=2.34.